Task: Predict which catalyst facilitates the given reaction.. Dataset: Catalyst prediction with 721,799 reactions and 888 catalyst types from USPTO (1) Reactant: [N:1]1([C:7]2[CH:12]=[CH:11][C:10]([N:13]3[CH2:18][CH2:17][O:16][CH2:15][C:14]3=[O:19])=[CH:9][CH:8]=2)[CH2:6][CH2:5][NH:4][CH2:3][CH2:2]1.CC1C=CC(S(O[CH2:31][CH2:32][CH2:33][C:34]2[C:42]3[C:37](=[CH:38][CH:39]=[C:40]([C:43]#[N:44])[CH:41]=3)[NH:36][CH:35]=2)(=O)=O)=CC=1.C(=O)([O-])[O-].[K+].[K+].[I-].[K+]. Product: [O:19]=[C:14]1[N:13]([C:10]2[CH:9]=[CH:8][C:7]([N:1]3[CH2:6][CH2:5][N:4]([CH2:31][CH2:32][CH2:33][C:34]4[C:42]5[C:37](=[CH:38][CH:39]=[C:40]([C:43]#[N:44])[CH:41]=5)[NH:36][CH:35]=4)[CH2:3][CH2:2]3)=[CH:12][CH:11]=2)[CH2:18][CH2:17][O:16][CH2:15]1. The catalyst class is: 10. (2) Reactant: [F:1][C:2]1[CH:10]=[C:9]2[C:5]([C:6]([C:11]([N:13]3[CH2:18][CH2:17][CH:16]([C:19]4[CH:24]=[CH:23][CH:22]=[CH:21][C:20]=4[C:25]([F:28])([F:27])[F:26])[CH2:15][CH2:14]3)=[O:12])=[N:7][NH:8]2)=[CH:4][CH:3]=1.I[CH2:30][CH3:31].C([O-])([O-])=O.[K+].[K+]. Product: [CH2:30]([N:8]1[C:9]2[C:5](=[CH:4][CH:3]=[C:2]([F:1])[CH:10]=2)[C:6]([C:11]([N:13]2[CH2:14][CH2:15][CH:16]([C:19]3[CH:24]=[CH:23][CH:22]=[CH:21][C:20]=3[C:25]([F:27])([F:26])[F:28])[CH2:17][CH2:18]2)=[O:12])=[N:7]1)[CH3:31]. The catalyst class is: 18. (3) Reactant: C(O[C:9](=O)[NH:10][C:11]1[CH:16]=[CH:15][CH:14]=[C:13]([F:17])[CH:12]=1)C1C=CC=CC=1.C([Li])CCC.[C:24]([O:29][CH2:30][C@@H:31]1[O:33]C1)(=[O:28])CCC. Product: [F:17][C:13]1[CH:12]=[C:11]([N:10]2[CH2:9][CH:30]([CH2:31][OH:33])[O:29][C:24]2=[O:28])[CH:16]=[CH:15][CH:14]=1. The catalyst class is: 1. (4) Reactant: C1(P(C2C=CC=CC=2)C2C=CC=CC=2)C=CC=CC=1.BrN1C(=O)CCC1=O.[CH2:28]([S:32]([C:35]1[CH:40]=[CH:39][C:38]([CH:41]([CH2:45][CH:46]2[CH2:50][CH2:49][CH2:48][CH2:47]2)[C:42]([OH:44])=O)=[CH:37][CH:36]=1)(=[O:34])=[O:33])[CH2:29][CH2:30][CH3:31].[NH2:51][C:52]1[S:53][CH:54]=[CH:55][N:56]=1.N1C=CC=CC=1. Product: [CH2:28]([S:32]([C:35]1[CH:40]=[CH:39][C:38]([CH:41]([CH2:45][CH:46]2[CH2:47][CH2:48][CH2:49][CH2:50]2)[C:42]([NH:51][C:52]2[S:53][CH:54]=[CH:55][N:56]=2)=[O:44])=[CH:37][CH:36]=1)(=[O:33])=[O:34])[CH2:29][CH2:30][CH3:31]. The catalyst class is: 2. (5) Reactant: [CH3:1][O:2][C:3]1[C:8]([CH3:9])=[C:7]([C:10]2[CH:11]=[CH:12][C:13]3[C:14]4[N:23]([C@H:24]5[CH2:28][CH2:27][O:26][CH2:25]5)[N:22]=[CH:21][C:15]=4[C:16](=[O:20])[NH:17][C:18]=3[CH:19]=2)[C:6]([CH3:29])=[CH:5][N:4]=1.[ClH:30]. Product: [ClH:30].[CH3:1][O:2][C:3]1[C:8]([CH3:9])=[C:7]([C:10]2[CH:11]=[CH:12][C:13]3[C:14]4[N:23]([C@H:24]5[CH2:28][CH2:27][O:26][CH2:25]5)[N:22]=[CH:21][C:15]=4[C:16](=[O:20])[NH:17][C:18]=3[CH:19]=2)[C:6]([CH3:29])=[CH:5][N:4]=1. The catalyst class is: 21. (6) Reactant: [Cl:1][C:2]1[CH:10]=[C:9]2[C:5]([CH:6]=[CH:7][NH:8]2)=[CH:4][C:3]=1[C:11]([O:13][CH3:14])=[O:12].[Cl-].C([Al+]CC)C.[C:21](Cl)(=[O:23])[CH3:22]. Product: [C:21]([C:6]1[C:5]2[C:9](=[CH:10][C:2]([Cl:1])=[C:3]([C:11]([O:13][CH3:14])=[O:12])[CH:4]=2)[NH:8][CH:7]=1)(=[O:23])[CH3:22]. The catalyst class is: 4. (7) Reactant: [NH2:1][C:2]1[CH:3]=[C:4]([CH:25]=[CH:26][CH:27]=1)[C:5]([NH:7][CH2:8][CH2:9][CH2:10][NH:11][C:12]([C:14]1[CH:18]=[C:17]([C:19]2[CH:24]=[CH:23][CH:22]=[CH:21][CH:20]=2)[O:16][N:15]=1)=[O:13])=[O:6].[O:28]=[C:29]1[NH:33][C@H:32]2[CH2:34][S:35][C@@H:36]([CH2:37][CH2:38][CH2:39][CH2:40][C:41](ON3C(=O)CCC3=O)=[O:42])[C@H:31]2[NH:30]1.CCN(C(C)C)C(C)C. Product: [O:28]=[C:29]1[NH:33][C@H:32]2[CH2:34][S:35][C@@H:36]([CH2:37][CH2:38][CH2:39][CH2:40][C:41]([NH:1][C:2]3[CH:3]=[C:4]([CH:25]=[CH:26][CH:27]=3)[C:5]([NH:7][CH2:8][CH2:9][CH2:10][NH:11][C:12]([C:14]3[CH:18]=[C:17]([C:19]4[CH:20]=[CH:21][CH:22]=[CH:23][CH:24]=4)[O:16][N:15]=3)=[O:13])=[O:6])=[O:42])[C@H:31]2[NH:30]1. The catalyst class is: 3.